From a dataset of Full USPTO retrosynthesis dataset with 1.9M reactions from patents (1976-2016). Predict the reactants needed to synthesize the given product. (1) Given the product [Br:11][C:12]1[CH:21]=[C:20]2[C:15]([CH2:16][CH:17]=[C:18]([C:22]3[CH:23]=[CH:24][CH:25]=[CH:26][CH:27]=3)[O:19]2)=[CH:14][CH:13]=1, predict the reactants needed to synthesize it. The reactants are: [Cl-].[Al+3].[Cl-].[Cl-].[H-].[Al+3].[Li+].[H-].[H-].[H-].[Br:11][C:12]1[CH:21]=[C:20]2[C:15]([C:16](=O)[CH:17]=[C:18]([C:22]3[CH:27]=[CH:26][CH:25]=[CH:24][CH:23]=3)[O:19]2)=[CH:14][CH:13]=1.C(OCC)(=O)C. (2) Given the product [CH3:25][C@H:10]1[C@H:11]([C:14]2[CH:15]=[C:16]([CH:22]=[CH:23][CH:24]=2)[C:17]([O:19][CH2:20][CH3:21])=[O:18])[CH2:12][CH2:13][NH:8][CH2:9]1, predict the reactants needed to synthesize it. The reactants are: C([N:8]1[CH2:13][CH2:12][C@@H:11]([C:14]2[CH:15]=[C:16]([CH:22]=[CH:23][CH:24]=2)[C:17]([O:19][CH2:20][CH3:21])=[O:18])[C@H:10]([CH3:25])[CH2:9]1)C1C=CC=CC=1.Cl. (3) Given the product [Br:1][C:2]1[CH:3]=[C:4]([NH:5][CH2:11][CH:10]([OH:9])[CH2:12][N:13]2[CH2:22][CH2:21][C:20]3[C:15](=[CH:16][CH:17]=[CH:18][CH:19]=3)[CH2:14]2)[CH:6]=[CH:7][CH:8]=1, predict the reactants needed to synthesize it. The reactants are: [Br:1][C:2]1[CH:3]=[C:4]([CH:6]=[CH:7][CH:8]=1)[NH2:5].[O:9]1[CH2:11][CH:10]1[CH2:12][N:13]1[CH2:22][CH2:21][C:20]2[C:15](=[CH:16][CH:17]=[CH:18][CH:19]=2)[CH2:14]1. (4) Given the product [C:3]([N:6]1[CH2:7][CH2:8][CH:9]([O:12][C:13]2[CH:37]=[CH:36][C:16]([C:17]([NH:19][C:20]3[CH:29]=[C:28]([C:30]4[CH:35]=[CH:34][CH:33]=[CH:32][CH:31]=4)[CH:27]=[CH:26][C:21]=3[C:22]([OH:24])=[O:23])=[O:18])=[C:15]([OH:38])[CH:14]=2)[CH2:10][CH2:11]1)(=[O:5])[CH3:4], predict the reactants needed to synthesize it. The reactants are: [OH-].[Na+].[C:3]([N:6]1[CH2:11][CH2:10][CH:9]([O:12][C:13]2[CH:37]=[CH:36][C:16]([C:17]([NH:19][C:20]3[CH:29]=[C:28]([C:30]4[CH:35]=[CH:34][CH:33]=[CH:32][CH:31]=4)[CH:27]=[CH:26][C:21]=3[C:22]([O:24]C)=[O:23])=[O:18])=[C:15]([OH:38])[CH:14]=2)[CH2:8][CH2:7]1)(=[O:5])[CH3:4]. (5) The reactants are: [NH:1]1[C:9]2[C:4](=[CH:5][CH:6]=[CH:7][CH:8]=2)[CH:3]=[C:2]1[C:10]([OH:12])=O.F[P-](F)(F)(F)(F)F.[N:20]1([O:29][C:30](N(C)C)=[N+](C)C)[C:24]2C=CC=CC=2N=N1.C(N(CC)CC)C.Cl.CNOC. Given the product [CH3:30][O:29][N:20]([CH3:24])[C:10]([C:2]1[NH:1][C:9]2[C:4]([CH:3]=1)=[CH:5][CH:6]=[CH:7][CH:8]=2)=[O:12], predict the reactants needed to synthesize it. (6) Given the product [CH:21]([CH:10]1[CH2:9][N:8]([C:6](=[O:7])[CH2:5][CH2:4][C:3]([OH:24])=[O:2])[C:13]2[CH:14]=[CH:15][CH:16]=[C:17]([CH:18]([CH3:20])[CH3:19])[C:12]=2[O:11]1)([CH3:23])[CH3:22], predict the reactants needed to synthesize it. The reactants are: C[O:2][C:3](=[O:24])[CH2:4][CH2:5][C:6]([N:8]1[C:13]2[CH:14]=[CH:15][CH:16]=[C:17]([CH:18]([CH3:20])[CH3:19])[C:12]=2[O:11][CH:10]([CH:21]([CH3:23])[CH3:22])[CH2:9]1)=[O:7].[OH-].[Na+].